Dataset: Catalyst prediction with 721,799 reactions and 888 catalyst types from USPTO. Task: Predict which catalyst facilitates the given reaction. (1) Reactant: [CH3:1][C:2]1[C:3]([O:22][CH:23]2[CH2:28][CH2:27][N:26]([C:29]([O:31][CH2:32][CH:33]([CH3:35])[CH3:34])=[O:30])[CH2:25][CH2:24]2)=[N:4][CH:5]=[N:6][C:7]=1[O:8][C:9]1[CH:14]=[CH:13][C:12]([CH:15]2[CH2:20][O:19][S:18](=[O:21])[O:17][CH2:16]2)=[CH:11][CH:10]=1.C([O:38]CC)C. Product: [O:21]=[S:18]1(=[O:38])[O:19][CH2:20][CH:15]([C:12]2[CH:13]=[CH:14][C:9]([O:8][C:7]3[N:6]=[CH:5][N:4]=[C:3]([O:22][CH:23]4[CH2:24][CH2:25][N:26]([C:29]([O:31][CH2:32][CH:33]([CH3:35])[CH3:34])=[O:30])[CH2:27][CH2:28]4)[C:2]=3[CH3:1])=[CH:10][CH:11]=2)[CH2:16][O:17]1. The catalyst class is: 47. (2) Reactant: [F:1][C:2]1[CH:7]=[CH:6][CH:5]=[CH:4][C:3]=1[C@H:8]1[CH2:13][N:12]([CH2:14][CH:15]([CH3:17])[CH3:16])[C:11](=[O:18])[C@@H:10]([NH:19]C(=O)OC(C)(C)C)[CH2:9]1. Product: [NH2:19][C@H:10]1[CH2:9][C@@H:8]([C:3]2[CH:4]=[CH:5][CH:6]=[CH:7][C:2]=2[F:1])[CH2:13][N:12]([CH2:14][CH:15]([CH3:16])[CH3:17])[C:11]1=[O:18]. The catalyst class is: 13.